This data is from Forward reaction prediction with 1.9M reactions from USPTO patents (1976-2016). The task is: Predict the product of the given reaction. (1) Given the reactants [CH2:1]1[C:3]2([CH2:7][CH2:6][C@H:5]([CH2:8][OH:9])[O:4]2)[CH2:2]1.CC(OI1(OC(C)=O)(OC(C)=O)OC(=O)C2C=CC=CC1=2)=O.CCCCCC, predict the reaction product. The product is: [CH2:2]1[C:3]2([CH2:7][CH2:6][C@H:5]([CH:8]=[O:9])[O:4]2)[CH2:1]1. (2) Given the reactants [C:1]([CH2:3][C:4]1[CH:5]=[C:6]([CH:11]=[CH:12][CH:13]=1)[C:7]([O:9][CH3:10])=[O:8])#[N:2].[H-].[Na+].Br[CH2:17][CH2:18][O:19][CH2:20][CH2:21]Br, predict the reaction product. The product is: [C:1]([C:3]1([C:4]2[CH:5]=[C:6]([CH:11]=[CH:12][CH:13]=2)[C:7]([O:9][CH3:10])=[O:8])[CH2:21][CH2:20][O:19][CH2:18][CH2:17]1)#[N:2]. (3) Given the reactants Cl[C:2]1[N:7]=[C:6]([Cl:8])[N:5]=[CH:4][N:3]=1.CCN(C(C)C)C(C)C.[Cl:18][C:19]1[CH:20]=[C:21]([C:23]([CH3:26])=[CH:24][CH:25]=1)[NH2:22], predict the reaction product. The product is: [Cl:18][C:19]1[CH:25]=[CH:24][C:23]([CH3:26])=[C:21]([NH:22][C:2]2[N:7]=[C:6]([Cl:8])[N:5]=[CH:4][N:3]=2)[CH:20]=1. (4) Given the reactants [O:1]1[CH2:5][CH2:4][CH:3]([OH:6])[CH2:2]1.[CH3:7][C:8]1[CH:13]=[CH:12][C:11]([S:14](Cl)(=[O:16])=[O:15])=[CH:10][CH:9]=1.C(N(CC)CC)C, predict the reaction product. The product is: [CH3:7][C:8]1[CH:13]=[CH:12][C:11]([S:14]([O:6][CH:3]2[CH2:4][CH2:5][O:1][CH2:2]2)(=[O:16])=[O:15])=[CH:10][CH:9]=1. (5) Given the reactants C([O:5][C:6](=[O:30])[C@@H:7]1[CH2:11][CH2:10][CH2:9][N:8]1[S:12]([C:15]1[CH:24]=[C:23]2[C:18]([C:19]([Cl:29])=[CH:20][N:21]=[C:22]2[NH:25][C:26]([NH2:28])=[NH:27])=[CH:17][CH:16]=1)(=[O:14])=[O:13])(C)(C)C, predict the reaction product. The product is: [ClH:29].[Cl:29][C:19]1[C:18]2[C:23](=[CH:24][C:15]([S:12]([N:8]3[CH2:9][CH2:10][CH2:11][C@H:7]3[C:6]([OH:30])=[O:5])(=[O:14])=[O:13])=[CH:16][CH:17]=2)[C:22]([NH:25][C:26]([NH2:28])=[NH:27])=[N:21][CH:20]=1. (6) Given the reactants [OH:1][CH:2]([C:11]1[CH:16]=[CH:15][C:14]([C:17]2[N:21]=[C:20]([C:22]3[O:26][N:25]=[C:24]([C:27]4[CH:32]=[CH:31][CH:30]=[CH:29][CH:28]=4)[C:23]=3[C:33]([F:36])([F:35])[F:34])[O:19][N:18]=2)=[CH:13][CH:12]=1)[C:3]([NH:5][CH2:6][CH2:7][C:8](O)=[O:9])=[O:4].[NH2:37][CH2:38][C:39]([CH3:42])([OH:41])[CH3:40].CN1CCOCC1.CN(C(ON1N=NC2C=CC=NC1=2)=[N+](C)C)C.F[P-](F)(F)(F)(F)F, predict the reaction product. The product is: [OH:1][CH:2]([C:11]1[CH:16]=[CH:15][C:14]([C:17]2[N:21]=[C:20]([C:22]3[O:26][N:25]=[C:24]([C:27]4[CH:28]=[CH:29][CH:30]=[CH:31][CH:32]=4)[C:23]=3[C:33]([F:35])([F:36])[F:34])[O:19][N:18]=2)=[CH:13][CH:12]=1)[C:3]([NH:5][CH2:6][CH2:7][C:8]([NH:37][CH2:38][C:39]([OH:41])([CH3:42])[CH3:40])=[O:9])=[O:4].